From a dataset of Peptide-MHC class II binding affinity with 134,281 pairs from IEDB. Regression. Given a peptide amino acid sequence and an MHC pseudo amino acid sequence, predict their binding affinity value. This is MHC class II binding data. (1) The peptide sequence is GSRAIWYMWLGARYL. The MHC is HLA-DQA10501-DQB10302 with pseudo-sequence HLA-DQA10501-DQB10302. The binding affinity (normalized) is 0.554. (2) The peptide sequence is YDKFLANVSTVETGK. The MHC is DRB1_1302 with pseudo-sequence DRB1_1302. The binding affinity (normalized) is 0.490. (3) The peptide sequence is LRLGKEFIRCLALPF. The MHC is HLA-DQA10501-DQB10302 with pseudo-sequence HLA-DQA10501-DQB10302. The binding affinity (normalized) is 0.447. (4) The binding affinity (normalized) is 0. The peptide sequence is DCSEYPKPDCTAEDR. The MHC is HLA-DPA10201-DPB10501 with pseudo-sequence HLA-DPA10201-DPB10501. (5) The peptide sequence is VIPEWCCRSCTMPPV. The binding affinity (normalized) is 0.441. The MHC is DRB3_0101 with pseudo-sequence DRB3_0101. (6) The peptide sequence is WKPDTVYTSKLQFGA. The MHC is HLA-DQA10501-DQB10301 with pseudo-sequence HLA-DQA10501-DQB10301. The binding affinity (normalized) is 0.540. (7) The peptide sequence is AMYMALIAAFSIRPGK. The MHC is HLA-DQA10501-DQB10302 with pseudo-sequence HLA-DQA10501-DQB10302. The binding affinity (normalized) is 0.496.